From a dataset of Reaction yield outcomes from USPTO patents with 853,638 reactions. Predict the reaction yield, written as a fraction of the theoretical maximum amount of product (1.0 means a 100% yield; for example, 0.34 means a 34% yield). (1) The reactants are [Br:1][CH2:2][C:3]1[CH:12]=[CH:11][C:10]2[C:5](=[CH:6][CH:7]=[C:8](F)[CH:9]=2)[N:4]=1.[F:14][C:15]([F:28])([F:27])C1C=C2C(=CC=1)N=C(C)C=C2. No catalyst specified. The product is [Br:1][CH2:2][C:3]1[CH:12]=[CH:11][C:10]2[C:5](=[CH:6][CH:7]=[C:8]([C:15]([F:28])([F:27])[F:14])[CH:9]=2)[N:4]=1. The yield is 0.440. (2) The reactants are [OH:1][C:2]1[CH:7]=[CH:6][C:5]([CH2:8][C:9]([O:11][CH3:12])=[O:10])=[CH:4][CH:3]=1. The catalyst is CO.[Rh]. The product is [CH3:12][O:11][C:9](=[O:10])[CH2:8][C@H:5]1[CH2:6][CH2:7][C@@H:2]([OH:1])[CH2:3][CH2:4]1. The yield is 0.420. (3) The reactants are [CH3:1][C:2]1[CH:7]=[C:6]([C:8]([F:17])([C:13]([F:16])([F:15])[F:14])[C:9]([F:12])([F:11])[F:10])[CH:5]=[CH:4][C:3]=1[NH2:18].[S-:19][C:20]#[N:21].[K+].BrBr. The catalyst is C(O)(=O)C. The product is [CH3:1][C:2]1[CH:7]=[C:6]([C:8]([F:17])([C:9]([F:10])([F:11])[F:12])[C:13]([F:14])([F:15])[F:16])[CH:5]=[C:4]([S:19][C:20]#[N:21])[C:3]=1[NH2:18]. The yield is 0.612. (4) The reactants are Br[C:2]1[CH:7]=[CH:6][CH:5]=[C:4]([F:8])[C:3]=1[N+:9]([O-:11])=[O:10].O1CCOCC1.C(=O)([O-])[O-].[Na+].[Na+].[CH3:24][C:25]1(C)[C:29](C)(C)OB(C(C)=C)O1. The catalyst is C1C=CC(P(C2C=CC=CC=2)C2C=CC=CC=2)=CC=1.C1C=CC(P(C2C=CC=CC=2)C2C=CC=CC=2)=CC=1.Cl[Pd]Cl.O. The product is [F:8][C:4]1[CH:5]=[CH:6][CH:7]=[C:2]([C:25]([CH3:29])=[CH2:24])[C:3]=1[N+:9]([O-:11])=[O:10]. The yield is 0.750. (5) The catalyst is [Cl-].C([N+](CC)(CC)CC)C.CN(C=O)C. The reactants are CC(C)(C)C[O:4][S:5]([C:8]1[CH:13]=[CH:12][C:11]([O:14][C:15]2[C:20]([NH:21][C:22](=[O:32])[C:23]3[CH:28]=[CH:27][CH:26]=[C:25]([N+:29]([O-:31])=[O:30])[CH:24]=3)=[CH:19][CH:18]=[CH:17][C:16]=2[Cl:33])=[CH:10][CH:9]=1)(=[O:7])=[O:6]. The yield is 0.250. The product is [Cl:33][C:16]1[CH:17]=[CH:18][CH:19]=[C:20]([NH:21][C:22](=[O:32])[C:23]2[CH:28]=[CH:27][CH:26]=[C:25]([N+:29]([O-:31])=[O:30])[CH:24]=2)[C:15]=1[O:14][C:11]1[CH:10]=[CH:9][C:8]([S:5]([OH:7])(=[O:6])=[O:4])=[CH:13][CH:12]=1. (6) The yield is 0.700. The reactants are [C:1]([N:4]1[C:13]2[C:8](=[C:9]([O:15][C:16]3[CH:24]=[CH:23][C:19]([C:20]([NH2:22])=[O:21])=[CH:18][CH:17]=3)[C:10](Br)=[CH:11][CH:12]=2)[CH2:7][CH2:6][C@@H:5]1[CH3:25])(=[O:3])[CH3:2].CC1(C)OB([C:32]2[CH:33]=[N:34][N:35]([CH:37]3[CH2:42][CH2:41][N:40]([C:43]([O:45][C:46]([CH3:49])([CH3:48])[CH3:47])=[O:44])[CH2:39][CH2:38]3)[CH:36]=2)OC1(C)C.C(=O)([O-])[O-].[K+].[K+]. The catalyst is O1CCOCC1.O.C1C=CC(P(C2C=CC=CC=2)[C-]2C=CC=C2)=CC=1.C1C=CC(P(C2C=CC=CC=2)[C-]2C=CC=C2)=CC=1.Cl[Pd]Cl.[Fe+2].ClCCl. The product is [C:1]([N:4]1[C:13]2[C:8](=[C:9]([O:15][C:16]3[CH:24]=[CH:23][C:19]([C:20](=[O:21])[NH2:22])=[CH:18][CH:17]=3)[C:10]([C:32]3[CH:33]=[N:34][N:35]([CH:37]4[CH2:38][CH2:39][N:40]([C:43]([O:45][C:46]([CH3:49])([CH3:48])[CH3:47])=[O:44])[CH2:41][CH2:42]4)[CH:36]=3)=[CH:11][CH:12]=2)[CH2:7][CH2:6][C@@H:5]1[CH3:25])(=[O:3])[CH3:2]. (7) The reactants are [CH3:1][O:2][C:3]([C:5]1[S:6][C:7]([C:23]2[CH:28]=[CH:27][CH:26]=[CH:25][CH:24]=2)=[CH:8][C:9]=1[NH:10][S:11]([C:14]1[CH:19]=[C:18]([CH3:20])[C:17]([Cl:21])=[CH:16][C:15]=1[CH3:22])(=[O:13])=[O:12])=[O:4].[I:29][C:30]1[CH:31]=[C:32]([CH:35]=[CH:36][CH:37]=1)[CH2:33]Br.C(=O)([O-])[O-].[Cs+].[Cs+]. The catalyst is CN(C=O)C. The product is [CH3:1][O:2][C:3]([C:5]1[S:6][C:7]([C:23]2[CH:28]=[CH:27][CH:26]=[CH:25][CH:24]=2)=[CH:8][C:9]=1[N:10]([S:11]([C:14]1[CH:19]=[C:18]([CH3:20])[C:17]([Cl:21])=[CH:16][C:15]=1[CH3:22])(=[O:13])=[O:12])[CH2:33][C:32]1[CH:35]=[CH:36][CH:37]=[C:30]([I:29])[CH:31]=1)=[O:4]. The yield is 0.870.